Dataset: Reaction yield outcomes from USPTO patents with 853,638 reactions. Task: Predict the reaction yield, written as a fraction of the theoretical maximum amount of product (1.0 means a 100% yield; for example, 0.34 means a 34% yield). (1) The reactants are [NH2:1][C:2]1[C:11]2[C:6](=[C:7](Br)[CH:8]=[CH:9][CH:10]=2)[N:5]=[N:4][C:3]=1[C:13]([NH:15][CH2:16][CH2:17][CH3:18])=[O:14].[CH3:19][O:20][C:21]1[C:26]([O:27][CH3:28])=[C:25]([O:29][CH3:30])[CH:24]=[CH:23][C:22]=1B(O)O. No catalyst specified. The product is [NH2:1][C:2]1[C:11]2[C:6](=[C:7]([C:22]3[CH:23]=[CH:24][C:25]([O:29][CH3:30])=[C:26]([O:27][CH3:28])[C:21]=3[O:20][CH3:19])[CH:8]=[CH:9][CH:10]=2)[N:5]=[N:4][C:3]=1[C:13]([NH:15][CH2:16][CH2:17][CH3:18])=[O:14]. The yield is 0.921. (2) The reactants are [C:1]([O:5][C:6](=[O:13])[NH:7][C@@H:8]1[CH2:12][CH2:11][NH:10][CH2:9]1)([CH3:4])([CH3:3])[CH3:2].[H-].[Na+].Br[C:17]1[N:22]=[C:21]2[N:23]([CH2:26][C:27]3[CH:28]=[CH:29][C:30]4[O:34][CH2:33][CH2:32][C:31]=4[CH:35]=3)[N:24]=[N:25][C:20]2=[N:19][CH:18]=1.O. The catalyst is CN(C=O)C. The product is [C:1]([O:5][C:6](=[O:13])[NH:7][C@@H:8]1[CH2:12][CH2:11][N:10]([C:17]2[N:22]=[C:21]3[N:23]([CH2:26][C:27]4[CH:28]=[CH:29][C:30]5[O:34][CH2:33][CH2:32][C:31]=5[CH:35]=4)[N:24]=[N:25][C:20]3=[N:19][CH:18]=2)[CH2:9]1)([CH3:4])([CH3:2])[CH3:3]. The yield is 0.990. (3) The reactants are [CH2:1]([N:3]1[CH:7]=[C:6]([C:8]([OH:10])=O)[C:5]([CH3:11])=[N:4]1)[CH3:2].C(Cl)(=O)C(Cl)=O.[NH2:18][C:19]1[CH:20]=[C:21]([CH:38]=[CH:39][C:40]=1[F:41])[O:22][C:23]1[CH:24]=[CH:25][C:26]2[N:27]([CH:29]=[C:30]([NH:32][C:33]([CH:35]3[CH2:37][CH2:36]3)=[O:34])[N:31]=2)[N:28]=1. The catalyst is CN(C)C=O.O1CCCC1.[OH-].[Na+]. The product is [CH:35]1([C:33]([NH:32][C:30]2[N:31]=[C:26]3[CH:25]=[CH:24][C:23]([O:22][C:21]4[CH:38]=[CH:39][C:40]([F:41])=[C:19]([NH:18][C:8]([C:6]5[C:5]([CH3:11])=[N:4][N:3]([CH2:1][CH3:2])[CH:7]=5)=[O:10])[CH:20]=4)=[N:28][N:27]3[CH:29]=2)=[O:34])[CH2:36][CH2:37]1. The yield is 0.520. (4) The reactants are [NH2:1][C:2]1[C:3]([C:34](OC)=[O:35])=[N:4][C:5]([C:27]2[CH:32]=[CH:31][CH:30]=[C:29]([OH:33])[CH:28]=2)=[N:6][C:7]=1[NH:8][C:9]1[CH:17]=[CH:16][CH:15]=[C:14]2[C:10]=1[CH:11]=[CH:12][N:13]2S(C1C=CC=CC=1)(=O)=O.[NH2:38]C1C(C(OC)=O)=NC(Cl)=NC=1NC1C=CC=C2C=1C=CN2S(C1C=CC=CC=1)(=O)=O.[OH:69][C:70]1C=C(B(O)O)C=CC=1.C1(P(C2CCCCC2)C2C=CC=CC=2C2C(OC)=CC=CC=2OC)CCCCC1.P([O-])([O-])([O-])=O.[K+].[K+].[K+]. The catalyst is CCOC(C)=O.C([O-])(=O)C.[Pd+2].C([O-])(=O)C. The product is [OH:33][C:29]1[CH:28]=[C:27]([C:5]2[N:6]=[C:7]3[C:2]([NH:1][C:70](=[O:69])[N:8]3[C:9]3[CH:17]=[CH:16][CH:15]=[C:14]4[C:10]=3[CH:11]=[CH:12][NH:13]4)=[C:3]([C:34]([NH2:38])=[O:35])[N:4]=2)[CH:32]=[CH:31][CH:30]=1. The yield is 0.280.